From a dataset of Full USPTO retrosynthesis dataset with 1.9M reactions from patents (1976-2016). Predict the reactants needed to synthesize the given product. (1) Given the product [Br:16][CH2:13][C:12]([C:7]1[S:8][C:9]([CH3:11])=[C:10]2[C:6]=1[CH2:5][C@H:4]1[C:2]([CH3:15])([CH3:1])[C@H:3]12)=[O:14], predict the reactants needed to synthesize it. The reactants are: [CH3:1][C:2]1([CH3:15])[C@@H:4]2[CH2:5][C:6]3[C:10]([C@H:3]12)=[C:9]([CH3:11])[S:8][C:7]=3[C:12](=[O:14])[CH3:13].[Br-:16].[Br-].[Br-].C1([N+](C)(C)C)C=CC=CC=1.C1([N+](C)(C)C)C=CC=CC=1.C1([N+](C)(C)C)C=CC=CC=1. (2) The reactants are: [CH3:1][C:2]1([CH3:14])[CH2:13][O:12][C:5]2([CH2:11][CH2:10][C:8](=[O:9])[CH2:7][CH2:6]2)[O:4][CH2:3]1.[Cl-].[NH4+].[CH2:17]([Mg]Br)[C:18]1[CH:23]=[CH:22][CH:21]=[CH:20][CH:19]=1. Given the product [CH2:17]([C:8]1([OH:9])[CH2:7][CH2:6][C:5]2([O:4][CH2:3][C:2]([CH3:14])([CH3:1])[CH2:13][O:12]2)[CH2:11][CH2:10]1)[C:18]1[CH:23]=[CH:22][CH:21]=[CH:20][CH:19]=1, predict the reactants needed to synthesize it. (3) Given the product [CH3:1][O:2][C:3](=[O:14])[C:4]([C@H:7]1[CH2:8][CH2:9][C@@H:10]([O:13][CH3:17])[CH2:11][CH2:12]1)([CH3:6])[CH3:5], predict the reactants needed to synthesize it. The reactants are: [CH3:1][O:2][C:3](=[O:14])[C:4]([C@H:7]1[CH2:12][CH2:11][C@@H:10]([OH:13])[CH2:9][CH2:8]1)([CH3:6])[CH3:5].[H-].[Na+].[CH3:17]I.